Dataset: Forward reaction prediction with 1.9M reactions from USPTO patents (1976-2016). Task: Predict the product of the given reaction. (1) Given the reactants Br[CH2:2][C:3]([OH:5])=[O:4].[NH:6]1[CH2:11][CH2:10][O:9][CH2:8][CH2:7]1, predict the reaction product. The product is: [N:6]1([CH2:2][C:3]([OH:5])=[O:4])[CH2:11][CH2:10][O:9][CH2:8][CH2:7]1. (2) Given the reactants [F:1][C:2]1[CH:28]=[CH:27][C:5]([CH2:6][NH:7][C:8]([C:10]2[C:24]([O:25]C)=[C:13]3[C:14](=[O:23])[N:15]([CH3:22])[C:16]4[C:21]([N:12]3[N:11]=2)=[CH:20][CH:19]=[CH:18][CH:17]=4)=[O:9])=[CH:4][CH:3]=1.Br, predict the reaction product. The product is: [F:1][C:2]1[CH:3]=[CH:4][C:5]([CH2:6][NH:7][C:8]([C:10]2[C:24]([OH:25])=[C:13]3[C:14](=[O:23])[N:15]([CH3:22])[C:16]4[C:21]([N:12]3[N:11]=2)=[CH:20][CH:19]=[CH:18][CH:17]=4)=[O:9])=[CH:27][CH:28]=1. (3) Given the reactants [CH2:1]([NH:8][C:9]1[CH:14]=[C:13](Br)[CH:12]=[CH:11][C:10]=1[N+:16]([O-:18])=[O:17])[C:2]1[CH:7]=[CH:6][CH:5]=[CH:4][CH:3]=1.[N:19]1([C:25](=[O:27])[CH3:26])[CH2:24][CH2:23][NH:22][CH2:21][CH2:20]1, predict the reaction product. The product is: [CH2:1]([NH:8][C:9]1[CH:14]=[C:13]([N:22]2[CH2:23][CH2:24][N:19]([C:25](=[O:27])[CH3:26])[CH2:20][CH2:21]2)[CH:12]=[CH:11][C:10]=1[N+:16]([O-:18])=[O:17])[C:2]1[CH:7]=[CH:6][CH:5]=[CH:4][CH:3]=1.